This data is from Peptide-MHC class I binding affinity with 185,985 pairs from IEDB/IMGT. The task is: Regression. Given a peptide amino acid sequence and an MHC pseudo amino acid sequence, predict their binding affinity value. This is MHC class I binding data. (1) The MHC is HLA-A23:01 with pseudo-sequence HLA-A23:01. The binding affinity (normalized) is 0. The peptide sequence is HMLDMYSVM. (2) The peptide sequence is QLKQRDALF. The MHC is HLA-B07:02 with pseudo-sequence HLA-B07:02. The binding affinity (normalized) is 0.0847. (3) The peptide sequence is SQLEMCEKY. The MHC is HLA-B35:01 with pseudo-sequence HLA-B35:01. The binding affinity (normalized) is 0.556. (4) The peptide sequence is KSAGFPFNK. The MHC is HLA-A11:01 with pseudo-sequence HLA-A11:01. The binding affinity (normalized) is 0.875. (5) The binding affinity (normalized) is 0.0847. The peptide sequence is LSDLKKTIY. The MHC is HLA-B08:01 with pseudo-sequence HLA-B08:01. (6) The peptide sequence is YLIPSVTSL. The MHC is HLA-A02:19 with pseudo-sequence HLA-A02:19. The binding affinity (normalized) is 0.0847.